Dataset: Drug-target binding data from BindingDB using Ki measurements. Task: Regression. Given a target protein amino acid sequence and a drug SMILES string, predict the binding affinity score between them. We predict pKi (pKi = -log10(Ki in M); higher means stronger inhibition). Dataset: bindingdb_ki. (1) The small molecule is O=C(COP(=O)(O)O)N(O)CCCO. The target protein (P56109) has sequence MLVKGNEILLKAHKEGYGVGAFNFVNFEMLNAIFEAGNEENSPLFIQTSEGAIKYMGIDMAVGMVKTMCERYPHIPVALHLDHGTTFESCEKAVKAGFTSVMIDASHHAFEENLELTSKVVKMAHNAGVSVEAELGRLMGIEDNISVDEKDAVLVNPKEAEQFVKESQVDYLAPAIGTSHGAFKFKGEPKLDFERLQEVKRLTNIPLVLHGASAIPDNVRKSYLDAGGDLKGSKGVPFEFLQESVKGGINKVNTDTDLRIAFIAEVRKVANEDKSQFDLRKFFSPAQLALKNVVKERMKLLGSANKI. The pKi is 5.3. (2) The compound is C[C@H](NC(=O)[C@H](CCC(=O)O)NC(=O)OC(C)(C)C)C(=O)NC(CCC(=O)O)P(=O)(Oc1ccccc1)Oc1ccccc1. The target protein (P0C1U8) has sequence MKGKFLKVSSLFVATLTTATLVSSPAANALSSKAMDNHPQQTQSSKQQTPKIQKGGNLKPLEQREHANVILPNNDRHQITDTTNGHYAPVTYIQVEAPTGTFIASGVVVGKDTLLTNKHVVDATHGDPHALKAFPSAINQDNYPNGGFTAEQITKYSGEGDLAIVKFSPNEQNKHIGEVVKPATMSNNAETQVNQNITVTGYPGDKPVATMWESKGKITYLKGEAMQYDLSTTGGNSGSPVFNEKNEVIGIHWGGVPNEFNGAVFINENVRNFLKQNIEDIHFANDDQPNNPDNPDNPNNPDNPNNPDEPNNPDNPNNPDNPDNGDNNNSDNPDAA. The pKi is 4.9. (3) The compound is O=C1OC(c2ccc(O)c(Cl)c2)(c2ccc(O)c(Cl)c2)c2cccc3cccc1c23. The target protein (P0A884) has sequence MKQYLELMQKVLDEGTQKNDRTGTGTLSIFGHQMRFNLQDGFPLVTTKRCHLRSIIHELLWFLQGDTNIAYLHENNVTIWDEWADENGDLGPVYGKQWRAWPTPDGRHIDQITTVLNQLKNDPDSRRIIVSAWNVGELDKMALAPCHAFFQFYVADGKLSCQLYQRSCDVFLGLPFNIASYALLVHMMAQQCDLEVGDFVWTGGDTHLYSNHMDQTHLQLSREPRPLPKLIIKRKPESIFDYRFEDFEIEGYDPHPGIKAPVAI. The pKi is 6.2. (4) The drug is CCN(CC)c1nc2nc(C)c(CN)c(-c3ccc(Cl)cc3Cl)n2n1. The target protein (Q6V1X1) has sequence MWKRSEQMKIKSGKCNMAAAMETEQLGVEIFETADCEENIESQDRPKLEPFYVERYSWSQLKKLLADTRKYHGYMMAKAPHDFMFVKRNDPDGPHSDRIYYLAMSGENRENTLFYSEIPKTINRAAVLMLSWKPLLDLFQATLDYGMYSREEELLRERKRIGTVGIASYDYHQGSGTFLFQAGSGIYHVKDGGPQGFTQQPLRPNLVETSCPNIRMDPKLCPADPDWIAFIHSNDIWISNIVTREERRLTYVHNELANMEEDARSAGVATFVLQEEFDRYSGYWWCPKAETTPSGGKILRILYEENDESEVEIIHVTSPMLETRRADSFRYPKTGTANPKVTFKMSEIMIDAEGRIIDVIDKELIQPFEILFEGVEYIARAGWTPEGKYAWSILLDRSQTRLQIVLISPELFIPVEDDVMERQRLIESVPDSVTPLIIYEETTDIWINIHDIFHVFPQSHEEEIEFIFASECKTGFRHLYKITSILKESKYKRSSGGLPA.... The pKi is 4.5. (5) The compound is N#CCCCCCCn1cnc2c1N=CNCC2O. The pKi is 3.8. The target protein (P23109) has sequence MNVRIFYSVSQSPHSLLSLLFYCAILESRISATMPLFKLPAEEKQIDDAMRNFAEKVFASEVKDEGGRQEISPFDVDEICPISHHEMQAHIFHLETLSTSTEARRKKRFQGRKTVNLSIPLSETSSTKLSHIDEYISSSPTYQTVPDFQRVQITGDYASGVTVEDFEIVCKGLYRALCIREKYMQKSFQRFPKTPSKYLRNIDGEAWVANESFYPVFTPPVKKGEDPFRTDNLPENLGYHLKMKDGVVYVYPNEAAVSKDEPKPLPYPNLDTFLDDMNFLLALIAQGPVKTYTHRRLKFLSSKFQVHQMLNEMDELKELKNNPHRDFYNCRKVDTHIHAAACMNQKHLLRFIKKSYQIDADRVVYSTKEKNLTLKELFAKLKMHPYDLTVDSLDVHAGRQTFQRFDKFNDKYNPVGASELRDLYLKTDNYINGEYFATIIKEVGADLVEAKYQHAEPRLSIYGRSPDEWSKLSSWFVCNRIHCPNMTWMIQVPRIYDVFR....